From a dataset of Full USPTO retrosynthesis dataset with 1.9M reactions from patents (1976-2016). Predict the reactants needed to synthesize the given product. Given the product [F:21][C:22]1[CH:44]=[CH:43][C:25]([CH2:26][NH:27][C:28]([C:30]2[S:34][C:33]([C:35]3[CH:40]=[N:39][CH:38]=[C:37]([N:12]([CH3:11])[CH2:13][CH2:14][C:15]4[CH:20]=[CH:19][CH:18]=[CH:17][N:16]=4)[N:36]=3)=[N:32][C:31]=2[CH3:42])=[O:29])=[CH:24][CH:23]=1, predict the reactants needed to synthesize it. The reactants are: FC1C=CC(CNC)=CC=1.[CH3:11][NH:12][CH2:13][CH2:14][C:15]1[CH:20]=[CH:19][CH:18]=[CH:17][N:16]=1.[F:21][C:22]1[CH:44]=[CH:43][C:25]([CH2:26][NH:27][C:28]([C:30]2[S:34][C:33]([C:35]3[CH:40]=[N:39][CH:38]=[C:37](I)[N:36]=3)=[N:32][C:31]=2[CH3:42])=[O:29])=[CH:24][CH:23]=1.